This data is from Full USPTO retrosynthesis dataset with 1.9M reactions from patents (1976-2016). The task is: Predict the reactants needed to synthesize the given product. (1) Given the product [CH3:1][S:2][C:3]1[CH:4]=[CH:5][C:6]([NH:9][C:10](=[O:22])[CH2:11][C:12]([OH:14])=[O:13])=[CH:7][CH:8]=1, predict the reactants needed to synthesize it. The reactants are: [CH3:1][S:2][C:3]1[CH:8]=[CH:7][C:6]([NH:9][C:10](=[O:22])[CH2:11][C:12]([O:14]CC2C=CC=CC=2)=[O:13])=[CH:5][CH:4]=1.[OH-].[Na+]. (2) Given the product [CH3:27][O:26][C:24](=[O:25])[CH2:23][O:1][C:2]1[CH:11]=[CH:10][C:5]([C:6]([O:8][CH3:9])=[O:7])=[CH:4][C:3]=1[N+:12]([O-:14])=[O:13], predict the reactants needed to synthesize it. The reactants are: [OH:1][C:2]1[CH:11]=[CH:10][C:5]([C:6]([O:8][CH3:9])=[O:7])=[CH:4][C:3]=1[N+:12]([O-:14])=[O:13].C1(O)C=CC=CC=1.Br[CH2:23][C:24]([O:26][CH3:27])=[O:25].